This data is from Forward reaction prediction with 1.9M reactions from USPTO patents (1976-2016). The task is: Predict the product of the given reaction. Given the reactants [Cl:1][C:2]1[C:7]([O:8][CH3:9])=[CH:6][C:5]([O:10][CH3:11])=[C:4]([Cl:12])[C:3]=1[C:13]1[C:26](=[O:27])[N:25]([CH2:28][CH2:29][C:30]2[CH:35]=[CH:34][C:33]([NH:36][C:37](=[O:43])[O:38][C:39]([CH3:42])([CH3:41])[CH3:40])=[CH:32][CH:31]=2)[C:16]2[N:17]=[C:18](S(C)(=O)=O)[N:19]=[CH:20][C:15]=2[CH:14]=1.Cl.[CH3:45][NH2:46], predict the reaction product. The product is: [Cl:1][C:2]1[C:7]([O:8][CH3:9])=[CH:6][C:5]([O:10][CH3:11])=[C:4]([Cl:12])[C:3]=1[C:13]1[C:26](=[O:27])[N:25]([CH2:28][CH2:29][C:30]2[CH:35]=[CH:34][C:33]([NH:36][C:37](=[O:43])[O:38][C:39]([CH3:42])([CH3:41])[CH3:40])=[CH:32][CH:31]=2)[C:16]2[N:17]=[C:18]([NH:46][CH3:45])[N:19]=[CH:20][C:15]=2[CH:14]=1.